Dataset: Cav3 T-type calcium channel HTS with 100,875 compounds. Task: Binary Classification. Given a drug SMILES string, predict its activity (active/inactive) in a high-throughput screening assay against a specified biological target. (1) The molecule is Brc1ccc(NC(=O)CCN2C(=O)CSC2=O)cc1. The result is 0 (inactive). (2) The molecule is O(C(=O)c1c2c(n(c1C)C)ccc(OC(=O)C)c2)CC. The result is 0 (inactive).